This data is from Forward reaction prediction with 1.9M reactions from USPTO patents (1976-2016). The task is: Predict the product of the given reaction. (1) Given the reactants C(CS[C:6](=[S:12])[S:7][CH2:8][C:9]([OH:11])=O)(O)=O.C(N1C=CN=C1)(N1C=CN=C1)=O.[CH:25]1[C:30]([CH2:31][NH2:32])=[CH:29][CH:28]=[C:27]([S:33]([NH2:36])(=[O:35])=[O:34])[CH:26]=1.Cl.C(N(CC)C(C)C)(C)C.Cl, predict the reaction product. The product is: [S:33]([C:27]1[CH:26]=[CH:25][C:30]([CH2:31][N:32]2[C:9](=[O:11])[CH2:8][S:7][C:6]2=[S:12])=[CH:29][CH:28]=1)(=[O:34])(=[O:35])[NH2:36]. (2) The product is: [C:14]([C:8]1[C:7]([N:6]=[CH:18][N:19]([CH3:22])[CH3:20])=[N:12][CH:11]=[C:10]([I:13])[N:9]=1)#[N:16]. Given the reactants P(Cl)(Cl)(Cl)=O.[NH2:6][C:7]1[C:8]([C:14]([NH2:16])=O)=[N:9][C:10]([I:13])=[CH:11][N:12]=1.O.[CH3:18][N:19]([CH3:22])[CH:20]=O, predict the reaction product. (3) Given the reactants C([O:3][C:4]1([CH3:20])[O:9][CH2:8][C:7]([C:15]([O:17][CH2:18][CH3:19])=[O:16])([C:10]([O:12][CH2:13][CH3:14])=[O:11])[CH2:6][O:5]1)C, predict the reaction product. The product is: [C:4]([O:5][CH2:6][C:7]([CH2:8][OH:9])([C:15]([O:17][CH2:18][CH3:19])=[O:16])[C:10]([O:12][CH2:13][CH3:14])=[O:11])(=[O:3])[CH3:20]. (4) Given the reactants Br[C:2]1[CH:3]=[N:4][C:5]([C:8]([NH:10][C@H:11]2[CH2:15][CH2:14][N:13]([C:16]3[C:17]4[N:18]([CH:22]=[CH:23][CH:24]=4)[CH:19]=[CH:20][N:21]=3)[CH2:12]2)=[O:9])=[N:6][CH:7]=1.[CH3:25][C:26]1(C)[C:30](C)(C)OB(C(C)=C)O1.C([O-])([O-])=O.[K+].[K+], predict the reaction product. The product is: [CH2:25]=[C:26]([C:2]1[CH:3]=[N:4][C:5]([C:8]([NH:10][C@H:11]2[CH2:15][CH2:14][N:13]([C:16]3[C:17]4[N:18]([CH:22]=[CH:23][CH:24]=4)[CH:19]=[CH:20][N:21]=3)[CH2:12]2)=[O:9])=[N:6][CH:7]=1)[CH3:30]. (5) Given the reactants C(OC(=O)[NH:10][C@H:11]([CH3:25])[CH2:12][N:13]([C:18]([O:20][C:21]([CH3:24])([CH3:23])[CH3:22])=[O:19])[CH2:14][CH2:15][CH2:16][OH:17])C1C=CC=CC=1.[H][H].[C:29]([O:33][CH3:34])(=[O:32])[CH:30]=[CH2:31].[Cl:35][C:36]1[CH:37]=[C:38]([CH:44]=[CH:45][CH:46]=1)[CH:39]=[CH:40][C:41](Cl)=[O:42].C(N(CC)CC)C, predict the reaction product. The product is: [CH3:34][O:33][C:29](=[O:32])[CH2:30][CH2:31][N:10]([C@H:11]([CH3:25])[CH2:12][N:13]([C:18]([O:20][C:21]([CH3:24])([CH3:23])[CH3:22])=[O:19])[CH2:14][CH2:15][CH2:16][OH:17])[C:41](=[O:42])/[CH:40]=[CH:39]/[C:38]1[CH:44]=[CH:45][CH:46]=[C:36]([Cl:35])[CH:37]=1. (6) Given the reactants [Cl:1][C:2]1[CH:7]=[CH:6][C:5]([C:8]2([C:11]3[N:15]=[C:14]([O:16][C:17]4[C:23]([CH3:24])=[CH:22][C:20]([NH2:21])=[C:19]([CH3:25])[CH:18]=4)[S:13][N:12]=3)[CH2:10][CH2:9]2)=[CH:4][CH:3]=1.CO.CO[CH:30](OC)[N:31]([CH2:33][CH3:34])[CH3:32], predict the reaction product. The product is: [Cl:1][C:2]1[CH:7]=[CH:6][C:5]([C:8]2([C:11]3[N:15]=[C:14]([O:16][C:17]4[C:23]([CH3:24])=[CH:22][C:20]([N:21]=[CH:30][N:31]([CH2:33][CH3:34])[CH3:32])=[C:19]([CH3:25])[CH:18]=4)[S:13][N:12]=3)[CH2:10][CH2:9]2)=[CH:4][CH:3]=1. (7) Given the reactants [C:1]([O:5][C:6]([N:8]1[CH2:13][CH2:12][C:11]([CH2:21]N)([NH:14]C(=O)C(F)(F)F)[CH2:10][CH2:9]1)=[O:7])([CH3:4])([CH3:3])[CH3:2].[NH3:23].[CH3:24]O, predict the reaction product. The product is: [C:1]([O:5][C:6]([N:8]1[CH2:9][CH2:10][C:11]([NH2:14])([CH2:21][CH2:24][NH2:23])[CH2:12][CH2:13]1)=[O:7])([CH3:2])([CH3:3])[CH3:4].